This data is from Reaction yield outcomes from USPTO patents with 853,638 reactions. The task is: Predict the reaction yield, written as a fraction of the theoretical maximum amount of product (1.0 means a 100% yield; for example, 0.34 means a 34% yield). (1) The catalyst is CN(C1C=CN=CC=1)C.ClCCl. The yield is 0.760. The product is [C:31]([O:1]/[N:2]=[C:3](/[C@@H:5]1[C@:21]2([CH3:22])[C@H:8]([C@H:9]3[C@H:18]([CH2:19][CH2:20]2)[C@:17]2([CH3:23])[C:12](=[CH:13][C:14](=[O:24])[CH2:15][CH2:16]2)[CH2:11][CH2:10]3)[CH2:7][CH2:6]1)\[CH3:4])(=[O:33])[CH3:32]. The reactants are [OH:1]/[N:2]=[C:3](/[C@@H:5]1[C@:21]2([CH3:22])[C@H:8]([C@H:9]3[C@H:18]([CH2:19][CH2:20]2)[C@:17]2([CH3:23])[C:12](=[CH:13][C:14](=[O:24])[CH2:15][CH2:16]2)[CH2:11][CH2:10]3)[CH2:7][CH2:6]1)\[CH3:4].N1C=CC=CC=1.[C:31](OC(=O)C)(=[O:33])[CH3:32]. (2) The yield is 0.472. The product is [CH3:32][NH:33][C:23](=[O:24])[C:22]1[CH:26]=[CH:27][C:19]([N:16]2[CH2:15][CH2:14][N:13]([CH2:12][C:9]3[CH:10]=[N:11][C:5]4[N:4]5[CH2:28][CH2:29][CH2:30][C@H:3]5[C:2](=[O:1])[NH:7][C:6]=4[CH:8]=3)[CH2:18][CH2:17]2)=[CH:20][CH:21]=1. The catalyst is CN(C=O)C. The reactants are [O:1]=[C:2]1[NH:7][C:6]2[CH:8]=[C:9]([CH2:12][N:13]3[CH2:18][CH2:17][N:16]([C:19]4[CH:27]=[CH:26][C:22]([C:23](O)=[O:24])=[CH:21][CH:20]=4)[CH2:15][CH2:14]3)[CH:10]=[N:11][C:5]=2[N:4]2[CH2:28][CH2:29][CH2:30][C@@H:3]12.Cl.[CH3:32][NH2:33].CCN(C(C)C)C(C)C.CN(C(ON1N=NC2C=CC=NC1=2)=[N+](C)C)C.F[P-](F)(F)(F)(F)F. (3) The reactants are [O:1]1[CH2:5][CH2:4][CH2:3][CH2:2]1.[Br:6][C:7]1[S:8][C:9](Br)=[CH:10][CH:11]=1.[CH2:13]([Li])[CH2:14][CH2:15][CH3:16]. The catalyst is O. The product is [Br:6][C:7]1[S:8][C:9]([CH:5]([C:4]2[CH:13]=[CH:14][C:15]([CH3:16])=[CH:2][CH:3]=2)[OH:1])=[CH:10][CH:11]=1. The yield is 0.775. (4) The reactants are [NH2:1][C@@H:2]([CH2:6][S:7][CH2:8][C:9]1[CH:14]=[CH:13][C:12]([O:15][CH3:16])=[CH:11][CH:10]=1)[C:3]([OH:5])=[O:4].[CH3:17][Si](Cl)(C)C. The catalyst is CO.C(OCC)(=O)C. The product is [CH3:17][O:4][C:3](=[O:5])[C@@H:2]([NH2:1])[CH2:6][S:7][CH2:8][C:9]1[CH:10]=[CH:11][C:12]([O:15][CH3:16])=[CH:13][CH:14]=1. The yield is 0.630. (5) The reactants are [Cl:1][C:2]1[CH:18]=[CH:17][C:5]2[CH2:6][CH2:7][N:8](C(=O)C(F)(F)F)[CH2:9][CH2:10][C:4]=2[C:3]=1[N:19]1[CH2:23][CH2:22][CH2:21][CH:20]1[C:24]1[CH:29]=[CH:28][CH:27]=[CH:26][CH:25]=1.CO.Cl. The catalyst is C(OCC)C. The product is [ClH:1].[Cl:1][C:2]1[CH:18]=[CH:17][C:5]2[CH2:6][CH2:7][NH:8][CH2:9][CH2:10][C:4]=2[C:3]=1[N:19]1[CH2:23][CH2:22][CH2:21][CH:20]1[C:24]1[CH:29]=[CH:28][CH:27]=[CH:26][CH:25]=1. The yield is 0.820.